This data is from Full USPTO retrosynthesis dataset with 1.9M reactions from patents (1976-2016). The task is: Predict the reactants needed to synthesize the given product. (1) Given the product [Si:7]([O:6][CH2:5][CH2:4][CH2:3][C:2](=[O:1])[CH2:24][CH2:25][CH2:26][O:27][Si:28]([C:41]([CH3:44])([CH3:43])[CH3:42])([C:35]1[CH:36]=[CH:37][CH:38]=[CH:39][CH:40]=1)[C:29]1[CH:30]=[CH:31][CH:32]=[CH:33][CH:34]=1)([C:20]([CH3:21])([CH3:22])[CH3:23])([C:14]1[CH:19]=[CH:18][CH:17]=[CH:16][CH:15]=1)[C:8]1[CH:9]=[CH:10][CH:11]=[CH:12][CH:13]=1, predict the reactants needed to synthesize it. The reactants are: [OH:1][CH:2]([CH2:24][CH2:25][CH2:26][O:27][Si:28]([C:41]([CH3:44])([CH3:43])[CH3:42])([C:35]1[CH:40]=[CH:39][CH:38]=[CH:37][CH:36]=1)[C:29]1[CH:34]=[CH:33][CH:32]=[CH:31][CH:30]=1)[CH2:3][CH2:4][CH2:5][O:6][Si:7]([C:20]([CH3:23])([CH3:22])[CH3:21])([C:14]1[CH:19]=[CH:18][CH:17]=[CH:16][CH:15]=1)[C:8]1[CH:13]=[CH:12][CH:11]=[CH:10][CH:9]=1.C1C=C[NH+]=CC=1.[O-][Cr](Cl)(=O)=O. (2) Given the product [C:1]([O:5][C:6]([N:8]1[CH2:16][C:15]2[C:10](=[CH:11][CH:12]=[C:13]([B:24]3[O:28][C:27]([CH3:30])([CH3:29])[C:26]([CH3:32])([CH3:31])[O:25]3)[CH:14]=2)[CH2:9]1)=[O:7])([CH3:4])([CH3:3])[CH3:2], predict the reactants needed to synthesize it. The reactants are: [C:1]([O:5][C:6]([N:8]1[CH2:16][C:15]2[C:10](=[CH:11][CH:12]=[C:13](Br)[CH:14]=2)[CH2:9]1)=[O:7])([CH3:4])([CH3:3])[CH3:2].C(=O)([O-])[O-].[K+].[K+].[B:24]1([B:24]2[O:28][C:27]([CH3:30])([CH3:29])[C:26]([CH3:32])([CH3:31])[O:25]2)[O:28][C:27]([CH3:30])([CH3:29])[C:26]([CH3:32])([CH3:31])[O:25]1. (3) Given the product [CH3:19][O:18][C:3]1[CH:4]=[C:5]([CH:10]=[CH:11][C:12]2[CH:17]=[CH:16][CH:15]=[CH:14][CH:13]=2)[CH:6]=[C:7]([O:8][CH3:9])[C:2]=1[CH2:20][CH3:21], predict the reactants needed to synthesize it. The reactants are: Br[C:2]1[C:7]([O:8][CH3:9])=[CH:6][C:5]([CH:10]=[CH:11][C:12]2[CH:17]=[CH:16][CH:15]=[CH:14][CH:13]=2)=[CH:4][C:3]=1[O:18][CH3:19].[CH2:20](I)[CH3:21].O. (4) Given the product [NH2:38][CH2:21][C:20]1[CH:19]=[N:18][C:17]2[N:23]([CH2:26][O:27][CH2:28][CH2:29][Si:30]([CH3:32])([CH3:33])[CH3:31])[CH:24]=[CH:25][C:16]=2[C:15]=1[NH:14][CH:11]1[CH2:12][CH2:13][N:8]([CH2:1][C:2]2[CH:3]=[CH:4][CH:5]=[CH:6][CH:7]=2)[CH2:9][CH2:10]1, predict the reactants needed to synthesize it. The reactants are: [CH2:1]([N:8]1[CH2:13][CH2:12][CH:11]([NH:14][C:15]2[C:20]([CH2:21]O)=[CH:19][N:18]=[C:17]3[N:23]([CH2:26][O:27][CH2:28][CH2:29][Si:30]([CH3:33])([CH3:32])[CH3:31])[CH:24]=[CH:25][C:16]=23)[CH2:10][CH2:9]1)[C:2]1[CH:7]=[CH:6][CH:5]=[CH:4][CH:3]=1.C1(=O)[NH:38]C(=O)C2=CC=CC=C12.C1(P(C2C=CC=CC=2)C2C=CC=CC=2)C=CC=CC=1.N(C(OC(C)C)=O)=NC(OC(C)C)=O.O.NN. (5) Given the product [Cl:21][C:15]1[CH:16]=[C:17]([Cl:20])[CH:18]=[CH:19][C:14]=1[CH:5]1[N:6]=[C:7]([C:9]2[S:10][CH:11]=[CH:12][N:13]=2)[NH:8][C:3]([CH2:2][N:28]2[CH2:33][CH2:32][O:31][CH2:30][CH:29]2[CH:34]([CH3:38])[C:35]([OH:37])=[O:36])=[C:4]1[C:22]([O:24][CH2:25][CH3:26])=[O:23], predict the reactants needed to synthesize it. The reactants are: Br[CH2:2][C:3]1[NH:8][C:7]([C:9]2[S:10][CH:11]=[CH:12][N:13]=2)=[N:6][CH:5]([C:14]2[CH:19]=[CH:18][C:17]([Cl:20])=[CH:16][C:15]=2[Cl:21])[C:4]=1[C:22]([O:24][CH2:25][CH3:26])=[O:23].Cl.[NH:28]1[CH2:33][CH2:32][O:31][CH2:30][CH:29]1[CH:34]([CH3:38])[C:35]([OH:37])=[O:36].